From a dataset of Reaction yield outcomes from USPTO patents with 853,638 reactions. Predict the reaction yield, written as a fraction of the theoretical maximum amount of product (1.0 means a 100% yield; for example, 0.34 means a 34% yield). (1) The reactants are [C:1]1(=[O:7])[O:6][C:4](=[O:5])[CH:3]=[CH:2]1.[CH2:8]([CH:12]1[CH2:17][CH:16]2[CH2:18][CH:13]1[CH:14]=[CH:15]2)[CH2:9][CH2:10][CH3:11].CC(N=NC(C#N)(C)C)(C#N)C. The catalyst is C1COCC1. The product is [C:4]1(=[O:5])[O:6][C:1](=[O:7])[CH:2]=[CH:3]1.[CH2:8]([CH:12]1[CH2:17][CH:16]2[CH2:18][CH:13]1[CH:14]=[CH:15]2)[CH2:9][CH2:10][CH3:11]. The yield is 0.780. (2) The reactants are FC(F)(F)C(O)=O.C([O:15][C:16]1[CH:25]=[C:24]2[C:19]([C:20]([O:26][C:27]3[CH:32]=[CH:31][C:30]([NH:33][C:34]([C:36]4[C:37](=[O:49])[N:38]([C:42]5[CH:47]=[CH:46][C:45]([F:48])=[CH:44][CH:43]=5)[CH:39]=[CH:40][CH:41]=4)=[O:35])=[CH:29][C:28]=3[F:50])=[CH:21][CH:22]=[N:23]2)=[CH:18][C:17]=1[O:51][CH3:52])C1C=CC=CC=1.Br.CCOCC. The catalyst is CC(O)=O. The product is [F:50][C:28]1[CH:29]=[C:30]([NH:33][C:34]([C:36]2[C:37](=[O:49])[N:38]([C:42]3[CH:43]=[CH:44][C:45]([F:48])=[CH:46][CH:47]=3)[CH:39]=[CH:40][CH:41]=2)=[O:35])[CH:31]=[CH:32][C:27]=1[O:26][C:20]1[C:19]2[C:24](=[CH:25][C:16]([OH:15])=[C:17]([O:51][CH3:52])[CH:18]=2)[N:23]=[CH:22][CH:21]=1. The yield is 0.590.